This data is from Forward reaction prediction with 1.9M reactions from USPTO patents (1976-2016). The task is: Predict the product of the given reaction. (1) Given the reactants [F:1][C:2]1[CH:3]=[C:4]2[C:8](=[CH:9][CH:10]=1)[NH:7][N:6]=[C:5]2[C:11]([O:13][CH2:14][CH3:15])=[O:12].[CH3:16][C:17](C)([O-])[CH3:18].[K+].IC(C)C, predict the reaction product. The product is: [F:1][C:2]1[CH:3]=[C:4]2[C:8](=[CH:9][CH:10]=1)[N:7]([CH:17]([CH3:18])[CH3:16])[N:6]=[C:5]2[C:11]([O:13][CH2:14][CH3:15])=[O:12]. (2) Given the reactants [CH3:1][CH:2]1[C:10]2[C:5](=[CH:6][CH:7]=[CH:8][CH:9]=2)[C:4](=O)[CH2:3]1.Cl.[NH2:13][OH:14].[OH-].[Na+], predict the reaction product. The product is: [CH3:1][CH:2]1[C:10]2[C:5](=[CH:6][CH:7]=[CH:8][CH:9]=2)[C:4](=[N:13][OH:14])[CH2:3]1. (3) Given the reactants [CH3:1][N:2]1[C:6]([C:7]([OH:9])=[O:8])=[CH:5][CH:4]=[N:3]1.S(Cl)(Cl)=O.[CH3:14]O, predict the reaction product. The product is: [CH3:1][N:2]1[C:6]([C:7]([O:9][CH3:14])=[O:8])=[CH:5][CH:4]=[N:3]1. (4) Given the reactants [Br:1][C:2]1[CH:3]=[C:4]([CH2:9][C:10](=[O:14])[C:11]([OH:13])=[O:12])[CH:5]=[CH:6][C:7]=1[CH3:8].C(N(CC)CC)C.CC(OC)(C)C, predict the reaction product. The product is: [Br:1][C:2]1[CH:3]=[C:4]([CH2:9][C@@H:10]([OH:14])[C:11]([OH:13])=[O:12])[CH:5]=[CH:6][C:7]=1[CH3:8].